From a dataset of Reaction yield outcomes from USPTO patents with 853,638 reactions. Predict the reaction yield, written as a fraction of the theoretical maximum amount of product (1.0 means a 100% yield; for example, 0.34 means a 34% yield). (1) The reactants are [CH:1]1[C:10]2[C:5](=[CH:6][CH:7]=[CH:8][CH:9]=2)[CH:4]=[CH:3][C:2]=1[C:11]([OH:13])=O.CN(C)C=O.S(Cl)(Cl)=O.[NH2:23][C:24]1[CH:25]=[C:26]([CH:29]=[CH:30][CH:31]=1)[C:27]#[N:28]. The catalyst is ClCCl.O.C(N(CC)CC)C. The product is [C:27]([C:26]1[CH:25]=[C:24]([NH:23][C:11]([C:2]2[CH:3]=[CH:4][C:5]3[C:10](=[CH:9][CH:8]=[CH:7][CH:6]=3)[CH:1]=2)=[O:13])[CH:31]=[CH:30][CH:29]=1)#[N:28]. The yield is 0.950. (2) The reactants are [F:1][C:2]([F:28])([F:27])[C:3]1[CH:4]=[C:5]([N:9]([CH2:19][C:20]([O:22]C(C)(C)C)=[O:21])[S:10]([C:13]2[CH:18]=[CH:17][CH:16]=[CH:15][CH:14]=2)(=[O:12])=[O:11])[CH:6]=[CH:7][CH:8]=1.FC(F)(F)C(O)=O. The catalyst is C(Cl)Cl. The product is [F:28][C:2]([F:1])([F:27])[C:3]1[CH:4]=[C:5]([N:9]([CH2:19][C:20]([OH:22])=[O:21])[S:10]([C:13]2[CH:18]=[CH:17][CH:16]=[CH:15][CH:14]=2)(=[O:12])=[O:11])[CH:6]=[CH:7][CH:8]=1. The yield is 0.840.